From a dataset of TCR-epitope binding with 47,182 pairs between 192 epitopes and 23,139 TCRs. Binary Classification. Given a T-cell receptor sequence (or CDR3 region) and an epitope sequence, predict whether binding occurs between them. (1) The epitope is VLQAVGACV. The TCR CDR3 sequence is CASSQQGPYEQYF. Result: 0 (the TCR does not bind to the epitope). (2) The epitope is PKYVKQNTLKLAT. The TCR CDR3 sequence is CASSTLGQGPDTQYF. Result: 1 (the TCR binds to the epitope). (3) The epitope is RLRAEAQVK. The TCR CDR3 sequence is CSVLKVGTSGFNEQFF. Result: 0 (the TCR does not bind to the epitope). (4) The epitope is ISPRTLNAW. The TCR CDR3 sequence is CASTYDRGFTGELFF. Result: 1 (the TCR binds to the epitope). (5) The epitope is VLAWLYAAV. The TCR CDR3 sequence is CASSFGDTEAFF. Result: 1 (the TCR binds to the epitope). (6) The epitope is LPAADLDDF. The TCR CDR3 sequence is CSVEWAGGLTGELFF. Result: 0 (the TCR does not bind to the epitope).